Dataset: NCI-60 drug combinations with 297,098 pairs across 59 cell lines. Task: Regression. Given two drug SMILES strings and cell line genomic features, predict the synergy score measuring deviation from expected non-interaction effect. (1) Drug 1: CC1C(C(=O)NC(C(=O)N2CCCC2C(=O)N(CC(=O)N(C(C(=O)O1)C(C)C)C)C)C(C)C)NC(=O)C3=C4C(=C(C=C3)C)OC5=C(C(=O)C(=C(C5=N4)C(=O)NC6C(OC(=O)C(N(C(=O)CN(C(=O)C7CCCN7C(=O)C(NC6=O)C(C)C)C)C)C(C)C)C)N)C. Drug 2: C1=CN(C(=O)N=C1N)C2C(C(C(O2)CO)O)O.Cl. Cell line: UO-31. Synergy scores: CSS=21.5, Synergy_ZIP=-2.64, Synergy_Bliss=-0.400, Synergy_Loewe=-5.28, Synergy_HSA=-2.28. (2) Drug 2: COC1=C2C(=CC3=C1OC=C3)C=CC(=O)O2. Cell line: OVCAR-8. Drug 1: C1=NC(=NC(=O)N1C2C(C(C(O2)CO)O)O)N. Synergy scores: CSS=22.4, Synergy_ZIP=-6.69, Synergy_Bliss=-1.20, Synergy_Loewe=-14.0, Synergy_HSA=-0.957. (3) Drug 1: CC1=C2C(C(=O)C3(C(CC4C(C3C(C(C2(C)C)(CC1OC(=O)C(C(C5=CC=CC=C5)NC(=O)C6=CC=CC=C6)O)O)OC(=O)C7=CC=CC=C7)(CO4)OC(=O)C)O)C)OC(=O)C. Drug 2: C1CN(P(=O)(OC1)NCCCl)CCCl. Cell line: MALME-3M. Synergy scores: CSS=19.3, Synergy_ZIP=-11.1, Synergy_Bliss=-1.49, Synergy_Loewe=-28.3, Synergy_HSA=-2.00. (4) Drug 1: C1CC(C1)(C(=O)O)C(=O)O.[NH2-].[NH2-].[Pt+2]. Drug 2: C1CN1C2=NC(=NC(=N2)N3CC3)N4CC4. Cell line: CAKI-1. Synergy scores: CSS=49.1, Synergy_ZIP=-0.830, Synergy_Bliss=0.440, Synergy_Loewe=-35.0, Synergy_HSA=-2.50. (5) Cell line: A498. Synergy scores: CSS=37.0, Synergy_ZIP=-9.02, Synergy_Bliss=-1.81, Synergy_Loewe=-11.8, Synergy_HSA=-0.653. Drug 2: CNC(=O)C1=NC=CC(=C1)OC2=CC=C(C=C2)NC(=O)NC3=CC(=C(C=C3)Cl)C(F)(F)F. Drug 1: CC1C(C(CC(O1)OC2CC(CC3=C2C(=C4C(=C3O)C(=O)C5=C(C4=O)C(=CC=C5)OC)O)(C(=O)C)O)N)O.Cl. (6) Drug 1: CNC(=O)C1=NC=CC(=C1)OC2=CC=C(C=C2)NC(=O)NC3=CC(=C(C=C3)Cl)C(F)(F)F. Drug 2: C(CC(=O)O)C(=O)CN.Cl. Cell line: RXF 393. Synergy scores: CSS=5.37, Synergy_ZIP=-0.790, Synergy_Bliss=-1.28, Synergy_Loewe=-3.70, Synergy_HSA=-4.29.